Dataset: Catalyst prediction with 721,799 reactions and 888 catalyst types from USPTO. Task: Predict which catalyst facilitates the given reaction. (1) Reactant: [O:1]=[C:2]1[CH:11]=[C:10]([C:12]([F:15])([F:14])[F:13])[C:9]2[C:4](=[CH:5][CH:6]=[C:7]([CH2:16][C:17]3[CH:22]=[CH:21][C:20]([S:23](Cl)(=[O:25])=[O:24])=[CH:19][CH:18]=3)[CH:8]=2)[NH:3]1.[CH:27]([NH2:30])([CH3:29])[CH3:28].CCOC(C)=O. Product: [CH:27]([NH:30][S:23]([C:20]1[CH:21]=[CH:22][C:17]([CH2:16][C:7]2[CH:8]=[C:9]3[C:4](=[CH:5][CH:6]=2)[NH:3][C:2](=[O:1])[CH:11]=[C:10]3[C:12]([F:15])([F:14])[F:13])=[CH:18][CH:19]=1)(=[O:25])=[O:24])([CH3:29])[CH3:28]. The catalyst class is: 2. (2) Product: [C:1]([C:3]1[CH:4]=[C:5]([C:10]2[CH2:14][C:13]([CH2:19][NH:20][S:21]([CH3:24])(=[O:22])=[O:23])([C:15]([OH:17])=[O:16])[O:12][N:11]=2)[CH:6]=[CH:7][C:8]=1[F:9])#[N:2]. Reactant: [C:1]([C:3]1[CH:4]=[C:5]([C:10]2[CH2:14][C:13]([CH2:19][NH:20][S:21]([CH3:24])(=[O:23])=[O:22])([C:15]([O:17]C)=[O:16])[O:12][N:11]=2)[CH:6]=[CH:7][C:8]=1[F:9])#[N:2].[Li+].[OH-]. The catalyst class is: 1. (3) Reactant: [C:1]([O:5][C:6](=[O:20])[NH:7][CH2:8][CH2:9][N:10]1[C:18]2[C:17](Cl)=[N:16][CH:15]=[N:14][C:13]=2[CH:12]=[CH:11]1)([CH3:4])([CH3:3])[CH3:2].[NH2:21][C:22]1[CH:39]=[CH:38][C:25]([O:26][C:27]2[CH:28]=[C:29]([C:33]3([C:36]#[N:37])[CH2:35][CH2:34]3)[CH:30]=[CH:31][CH:32]=2)=[C:24]([Cl:40])[CH:23]=1. Product: [C:1]([O:5][C:6](=[O:20])[NH:7][CH2:8][CH2:9][N:10]1[C:18]2[C:17]([NH:21][C:22]3[CH:39]=[CH:38][C:25]([O:26][C:27]4[CH:32]=[CH:31][CH:30]=[C:29]([C:33]5([C:36]#[N:37])[CH2:34][CH2:35]5)[CH:28]=4)=[C:24]([Cl:40])[CH:23]=3)=[N:16][CH:15]=[N:14][C:13]=2[CH:12]=[CH:11]1)([CH3:4])([CH3:3])[CH3:2]. The catalyst class is: 32. (4) Reactant: [CH2:1]([O:3][C:4](=[O:9])[CH2:5][CH2:6][CH2:7]Br)[CH3:2].C(N(CC)CC)C.[F:17][C:18]([F:32])([F:31])[C:19]1[CH:24]=[CH:23][C:22]([N:25]2[CH2:30][CH2:29][NH:28][CH2:27][CH2:26]2)=[CH:21][CH:20]=1.[I-].[K+]. Product: [CH2:1]([O:3][C:4](=[O:9])[CH2:5][CH2:6][CH2:7][N:28]1[CH2:27][CH2:26][N:25]([C:22]2[CH:21]=[CH:20][C:19]([C:18]([F:31])([F:32])[F:17])=[CH:24][CH:23]=2)[CH2:30][CH2:29]1)[CH3:2]. The catalyst class is: 217. (5) Reactant: F[C:2]1[C:3]([CH3:11])=[CH:4][C:5]([N+:8]([O-:10])=[O:9])=[N:6][CH:7]=1.[OH:12][C:13]1[CH:18]=[CH:17][N:16]=[C:15]([Cl:19])[CH:14]=1.C([O-])([O-])=O.[K+].[K+]. Product: [Cl:19][C:15]1[CH:14]=[C:13]([O:12][C:2]2[C:3]([CH3:11])=[CH:4][C:5]([N+:8]([O-:10])=[O:9])=[N:6][CH:7]=2)[CH:18]=[CH:17][N:16]=1. The catalyst class is: 18.